This data is from Forward reaction prediction with 1.9M reactions from USPTO patents (1976-2016). The task is: Predict the product of the given reaction. (1) Given the reactants [Cl:1][C:2]1[CH:7]=[CH:6][CH:5]=[C:4]([F:8])[C:3]=1[NH:9][C:10]1[NH:11][C:12]2[C:18]3[CH2:19][C:20]([CH3:23])([CH3:22])[O:21][C:17]=3[C:16]([C:24](O)=[O:25])=[CH:15][C:13]=2[N:14]=1.S(Cl)(Cl)=O.[F:31][CH:32]([F:41])[C:33]1[CH:34]=[CH:35][C:36]([F:40])=[C:37]([CH:39]=1)[NH2:38].CCN(C(C)C)C(C)C, predict the reaction product. The product is: [Cl:1][C:2]1[CH:7]=[CH:6][CH:5]=[C:4]([F:8])[C:3]=1[NH:9][C:10]1[NH:11][C:12]2[C:18]3[CH2:19][C:20]([CH3:22])([CH3:23])[O:21][C:17]=3[C:16]([C:24]([NH:38][C:37]3[CH:39]=[C:33]([CH:32]([F:31])[F:41])[CH:34]=[CH:35][C:36]=3[F:40])=[O:25])=[CH:15][C:13]=2[N:14]=1. (2) Given the reactants [CH3:1][O:2][C:3](=[O:19])[CH:4]([O:8][C:9]1[CH:14]=[CH:13][C:12]([N+:15]([O-:17])=[O:16])=[C:11]([F:18])[CH:10]=1)[CH2:5][CH2:6]Br.CC(C)([O-])C.[K+], predict the reaction product. The product is: [CH3:1][O:2][C:3]([C:4]1([O:8][C:9]2[CH:14]=[CH:13][C:12]([N+:15]([O-:17])=[O:16])=[C:11]([F:18])[CH:10]=2)[CH2:6][CH2:5]1)=[O:19]. (3) Given the reactants [F:1][C:2]([F:36])([F:35])[O:3][C:4]1[CH:9]=[CH:8][C:7]([N:10]2[CH:14]=[N:13][C:12]([C:15]3[CH:20]=[CH:19][C:18]([CH2:21][CH2:22][CH2:23][N:24]4C(=O)C5C(=CC=CC=5)C4=O)=[CH:17][CH:16]=3)=[N:11]2)=[CH:6][CH:5]=1.CO.O.NN, predict the reaction product. The product is: [F:36][C:2]([F:1])([F:35])[O:3][C:4]1[CH:5]=[CH:6][C:7]([N:10]2[CH:14]=[N:13][C:12]([C:15]3[CH:20]=[CH:19][C:18]([CH2:21][CH2:22][CH2:23][NH2:24])=[CH:17][CH:16]=3)=[N:11]2)=[CH:8][CH:9]=1. (4) Given the reactants C1([C@@H]2COC(=O)N2[C:13](=[O:22])[CH2:14][C@H:15]([CH3:21])[CH2:16][C:17]([F:20])([F:19])[F:18])C=CC=CC=1.OO.O[Li].O.[O-:28]S([O-])=O.[Na+].[Na+], predict the reaction product. The product is: [F:20][C:17]([F:18])([F:19])[CH2:16][C@@H:15]([CH3:21])[CH2:14][C:13]([OH:22])=[O:28].